From a dataset of Catalyst prediction with 721,799 reactions and 888 catalyst types from USPTO. Predict which catalyst facilitates the given reaction. (1) Reactant: [C:1]([O:5][C:6](=[O:21])[C@@H:7]([N:11]1[C:15]2[CH:16]=[CH:17][CH:18]=[CH:19][C:14]=2[NH:13][C:12]1=[O:20])[CH2:8][CH2:9][CH3:10])([CH3:4])([CH3:3])[CH3:2].C([O-])([O-])=O.[K+].[K+].[I-].C[N+](C)(C)[CH2:31][C:32]1[C:33]2[C:40]([CH3:41])=[CH:39][CH:38]=[CH:37][C:34]=2[S:35][CH:36]=1. Product: [C:1]([O:5][C:6](=[O:21])[C@@H:7]([N:11]1[C:15]2[CH:16]=[CH:17][CH:18]=[CH:19][C:14]=2[N:13]([CH2:31][C:32]2[C:33]3[C:40]([CH3:41])=[CH:39][CH:38]=[CH:37][C:34]=3[S:35][CH:36]=2)[C:12]1=[O:20])[CH2:8][CH2:9][CH3:10])([CH3:2])([CH3:3])[CH3:4]. The catalyst class is: 39. (2) Reactant: Cl[C:2]1[CH:3]=[C:4]([C:9]2[N:13]3[C:14]4[N:22]=[C:21]([O:23][CH3:24])[CH:20]=[CH:19][C:15]=4[N:16]=[C:17]([CH3:18])[C:12]3=[C:11]([CH3:25])[N:10]=2)[CH:5]=[C:6](Cl)[CH:7]=1.[F:26][C:27]([F:38])([F:37])C1C=CC=CC=1B(O)O.C([O-])([O-])=O.[K+].[K+]. Product: [CH3:24][O:23][C:21]1[CH:20]=[CH:19][C:15]2[N:16]=[C:17]([CH3:18])[C:12]3[N:13]([C:9]([C:4]4[CH:5]=[CH:6][CH:7]=[CH:2][C:3]=4[C:27]([F:38])([F:37])[F:26])=[N:10][C:11]=3[CH3:25])[C:14]=2[N:22]=1. The catalyst class is: 73. (3) Reactant: [N:1]([CH2:4][CH2:5][CH2:6][O:7][C:8]1[CH:16]=[C:15]2[C:11]([CH:12]=[N:13][NH:14]2)=[CH:10][C:9]=1[NH:17][C:18]1[C:19]2[C:26]3[CH2:27][CH2:28][CH:29]([C:31]([N:33]([CH3:35])[CH3:34])=[O:32])[CH2:30][C:25]=3[S:24][C:20]=2[N:21]=[CH:22][N:23]=1)=[N+]=[N-].C(P(CCCC)CCCC)CCC.N. Product: [NH2:1][CH2:4][CH2:5][CH2:6][O:7][C:8]1[CH:16]=[C:15]2[C:11]([CH:12]=[N:13][NH:14]2)=[CH:10][C:9]=1[NH:17][C:18]1[C:19]2[C:26]3[CH2:27][CH2:28][CH:29]([C:31]([N:33]([CH3:34])[CH3:35])=[O:32])[CH2:30][C:25]=3[S:24][C:20]=2[N:21]=[CH:22][N:23]=1. The catalyst class is: 7.